This data is from Forward reaction prediction with 1.9M reactions from USPTO patents (1976-2016). The task is: Predict the product of the given reaction. (1) The product is: [C:15]1([C:18]2[CH:23]=[CH:22][CH:21]=[CH:20][CH:19]=2)[CH:14]=[CH:13][C:12]([CH2:11][N:7]2[C:8]3[C:4](=[CH:3][C:2]([NH:1][S:36]([CH3:35])(=[O:38])=[O:37])=[CH:10][CH:9]=3)[C:5]([C:29]3[CH:34]=[CH:33][CH:32]=[CH:31][CH:30]=3)=[C:6]2[C:24]([OH:26])=[O:25])=[CH:17][CH:16]=1. Given the reactants [NH2:1][C:2]1[CH:3]=[C:4]2[C:8](=[CH:9][CH:10]=1)[N:7]([CH2:11][C:12]1[CH:17]=[CH:16][C:15]([C:18]3[CH:23]=[CH:22][CH:21]=[CH:20][CH:19]=3)=[CH:14][CH:13]=1)[C:6]([C:24]([O:26]CC)=[O:25])=[C:5]2[C:29]1[CH:34]=[CH:33][CH:32]=[CH:31][CH:30]=1.[CH3:35][S:36](Cl)(=[O:38])=[O:37], predict the reaction product. (2) Given the reactants C(OC(N(CC1C=C(C2C=CC=C(COC3C=CC=CC=3CC(OC)=O)C=2)C=CC=1)C)=O)(C)(C)C.CC1(C)C(C)(C)OB([C:44]2[CH:45]=[C:46]([CH:63]=[CH:64][CH:65]=2)[CH2:47][O:48][C:49]2[CH:54]=[CH:53][CH:52]=[CH:51][C:50]=2[CH2:55][C:56]([O:58][C:59]([CH3:62])([CH3:61])[CH3:60])=[O:57])O1.Cl.Br[C:69]1[CH:70]=[C:71]([CH2:76][NH2:77])[CH:72]=[C:73]([CH3:75])[CH:74]=1.[O-]P([O-])([O-])=O.[K+].[K+].[K+].C(Cl)Cl, predict the reaction product. The product is: [NH2:77][CH2:76][C:71]1[CH:70]=[C:69]([C:64]2[CH:65]=[CH:44][CH:45]=[C:46]([CH2:47][O:48][C:49]3[CH:54]=[CH:53][CH:52]=[CH:51][C:50]=3[CH2:55][C:56]([O:58][C:59]([CH3:62])([CH3:61])[CH3:60])=[O:57])[CH:63]=2)[CH:74]=[C:73]([CH3:75])[CH:72]=1. (3) Given the reactants [CH3:1][CH:2]([C:5](=O)[CH:6]1[CH2:10][CH2:9][O:8][CH2:7]1)[CH:3]=O.O.[NH2:13][NH2:14], predict the reaction product. The product is: [CH3:1][C:2]1[CH:3]=[N:13][NH:14][C:5]=1[CH:6]1[CH2:10][CH2:9][O:8][CH2:7]1. (4) Given the reactants Cl.[Cl:2][C:3]1[CH:4]=[C:5]([CH2:9][CH2:10][NH2:11])[CH:6]=[CH:7][CH:8]=1.[CH3:12]CN(CC)CC.Cl[C:20]([O:22][CH3:23])=[O:21], predict the reaction product. The product is: [CH3:23][O:22][C:20](=[O:21])[NH:11][CH2:10][CH:9]([C:5]1[CH:6]=[CH:7][CH:8]=[C:3]([Cl:2])[CH:4]=1)[CH3:12]. (5) Given the reactants Br[CH2:2][C:3]1[C:4]([F:20])=[C:5]([O:10][C:11]2[CH:12]=[C:13]([CH:16]=[C:17]([Cl:19])[CH:18]=2)[C:14]#[N:15])[C:6]([Cl:9])=[CH:7][CH:8]=1.[CH3:21][NH2:22].C(OCC)(=O)C.C([O-])(O)=O.[Na+], predict the reaction product. The product is: [Cl:19][C:17]1[CH:16]=[C:13]([CH:12]=[C:11]([O:10][C:5]2[C:6]([Cl:9])=[CH:7][CH:8]=[C:3]([CH2:2][NH:22][CH3:21])[C:4]=2[F:20])[CH:18]=1)[C:14]#[N:15]. (6) Given the reactants [CH3:1][C:2]1[C:3]([C:14]([OH:16])=O)=[N:4][C:5]([C:8]2[CH:13]=[CH:12][CH:11]=[CH:10][CH:9]=2)=[CH:6][CH:7]=1.[NH2:17][C:18]1[C:19]([CH3:29])=[C:20]([CH:25]=[CH:26][C:27]=1[CH3:28])[C:21]([O:23][CH3:24])=[O:22].CCN(C(C)C)C(C)C.CCCP1(OP(CCC)(=O)OP(CCC)(=O)O1)=O, predict the reaction product. The product is: [CH3:29][C:19]1[C:18]([NH:17][C:14]([C:3]2[C:2]([CH3:1])=[CH:7][CH:6]=[C:5]([C:8]3[CH:9]=[CH:10][CH:11]=[CH:12][CH:13]=3)[N:4]=2)=[O:16])=[C:27]([CH3:28])[CH:26]=[CH:25][C:20]=1[C:21]([O:23][CH3:24])=[O:22]. (7) Given the reactants C[O-].[Na+].[CH3:4][C:5]1[CH:6]=[CH:7][C:8]([C:17]#[N:18])=[N:9][C:10]=1[C:11]1[CH:16]=[CH:15][CH:14]=[CH:13][CH:12]=1.[Cl-:19].[NH4+:20], predict the reaction product. The product is: [ClH:19].[CH3:4][C:5]1[CH:6]=[CH:7][C:8]([C:17]([NH2:20])=[NH:18])=[N:9][C:10]=1[C:11]1[CH:16]=[CH:15][CH:14]=[CH:13][CH:12]=1. (8) Given the reactants [CH3:1][N:2]1[C:6]2[CH:7]=[C:8]([O:11][C:12]3[CH:13]=[N:14][CH:15]=[CH:16][CH:17]=3)[CH:9]=[CH:10][C:5]=2[N:4]=[C:3]1[CH2:18][OH:19].O[C:21]1[CH:22]=[C:23]([CH:28]=[CH:29][CH:30]=1)[C:24]([O:26][CH3:27])=[O:25].N(C(N1CCCCC1)=O)=NC(N1CCCCC1)=O, predict the reaction product. The product is: [CH3:1][N:2]1[C:6]2[CH:7]=[C:8]([O:11][C:12]3[CH:13]=[N:14][CH:15]=[CH:16][CH:17]=3)[CH:9]=[CH:10][C:5]=2[N:4]=[C:3]1[CH2:18][O:19][C:21]1[CH:22]=[C:23]([CH:28]=[CH:29][CH:30]=1)[C:24]([O:26][CH3:27])=[O:25].